This data is from Catalyst prediction with 721,799 reactions and 888 catalyst types from USPTO. The task is: Predict which catalyst facilitates the given reaction. Reactant: [F:1][C:2]1[CH:7]=[CH:6][C:5]([C:8](=[C:16]2[CH2:21][C:20]([CH3:23])([CH3:22])[CH2:19][C:18]([CH3:25])([CH3:24])[CH2:17]2)[C:9]2[CH:14]=[CH:13][C:12]([OH:15])=[CH:11][CH:10]=2)=[CH:4][CH:3]=1.CCN(CC)CC.[F:33][C:34]([F:47])([F:46])[S:35](O[S:35]([C:34]([F:47])([F:46])[F:33])(=[O:37])=[O:36])(=[O:37])=[O:36]. Product: [F:33][C:34]([F:47])([F:46])[S:35]([O:15][C:12]1[CH:13]=[CH:14][C:9]([C:8]([C:5]2[CH:4]=[CH:3][C:2]([F:1])=[CH:7][CH:6]=2)=[C:16]2[CH2:17][C:18]([CH3:25])([CH3:24])[CH2:19][C:20]([CH3:23])([CH3:22])[CH2:21]2)=[CH:10][CH:11]=1)(=[O:37])=[O:36]. The catalyst class is: 79.